This data is from NCI-60 drug combinations with 297,098 pairs across 59 cell lines. The task is: Regression. Given two drug SMILES strings and cell line genomic features, predict the synergy score measuring deviation from expected non-interaction effect. (1) Cell line: M14. Drug 2: CC1=C(C(=CC=C1)Cl)NC(=O)C2=CN=C(S2)NC3=CC(=NC(=N3)C)N4CCN(CC4)CCO. Synergy scores: CSS=2.47, Synergy_ZIP=2.05, Synergy_Bliss=2.11, Synergy_Loewe=-11.0, Synergy_HSA=-11.7. Drug 1: COC1=C(C=C2C(=C1)N=CN=C2NC3=CC(=C(C=C3)F)Cl)OCCCN4CCOCC4. (2) Drug 1: C1CN1C2=NC(=NC(=N2)N3CC3)N4CC4. Drug 2: C(CCl)NC(=O)N(CCCl)N=O. Cell line: COLO 205. Synergy scores: CSS=59.2, Synergy_ZIP=1.85, Synergy_Bliss=1.10, Synergy_Loewe=-16.1, Synergy_HSA=1.58. (3) Drug 1: C1=NC(=NC(=O)N1C2C(C(C(O2)CO)O)O)N. Drug 2: C1=CC=C(C(=C1)C(C2=CC=C(C=C2)Cl)C(Cl)Cl)Cl. Cell line: HS 578T. Synergy scores: CSS=0.948, Synergy_ZIP=-0.935, Synergy_Bliss=0.823, Synergy_Loewe=0.942, Synergy_HSA=0.828. (4) Drug 2: CC(C)(C#N)C1=CC(=CC(=C1)CN2C=NC=N2)C(C)(C)C#N. Synergy scores: CSS=2.12, Synergy_ZIP=-1.75, Synergy_Bliss=-3.30, Synergy_Loewe=-3.68, Synergy_HSA=-3.61. Cell line: SW-620. Drug 1: COC1=C(C=C2C(=C1)N=CN=C2NC3=CC(=C(C=C3)F)Cl)OCCCN4CCOCC4. (5) Drug 1: CN(C)N=NC1=C(NC=N1)C(=O)N. Drug 2: C1=CC=C(C=C1)NC(=O)CCCCCCC(=O)NO. Cell line: SF-539. Synergy scores: CSS=13.0, Synergy_ZIP=-5.11, Synergy_Bliss=-4.73, Synergy_Loewe=-29.6, Synergy_HSA=-3.43.